This data is from NCI-60 drug combinations with 297,098 pairs across 59 cell lines. The task is: Regression. Given two drug SMILES strings and cell line genomic features, predict the synergy score measuring deviation from expected non-interaction effect. (1) Drug 1: CC1=C(C(CCC1)(C)C)C=CC(=CC=CC(=CC(=O)O)C)C. Drug 2: CC1CCC2CC(C(=CC=CC=CC(CC(C(=O)C(C(C(=CC(C(=O)CC(OC(=O)C3CCCCN3C(=O)C(=O)C1(O2)O)C(C)CC4CCC(C(C4)OC)OCCO)C)C)O)OC)C)C)C)OC. Cell line: CAKI-1. Synergy scores: CSS=4.02, Synergy_ZIP=-1.70, Synergy_Bliss=0.579, Synergy_Loewe=-1.95, Synergy_HSA=-1.63. (2) Drug 1: C(=O)(N)NO. Drug 2: CC1=C(C=C(C=C1)C(=O)NC2=CC(=CC(=C2)C(F)(F)F)N3C=C(N=C3)C)NC4=NC=CC(=N4)C5=CN=CC=C5. Cell line: KM12. Synergy scores: CSS=-1.85, Synergy_ZIP=1.01, Synergy_Bliss=-0.409, Synergy_Loewe=-2.72, Synergy_HSA=-4.11. (3) Drug 1: C1CCN(CC1)CCOC2=CC=C(C=C2)C(=O)C3=C(SC4=C3C=CC(=C4)O)C5=CC=C(C=C5)O. Drug 2: CCCS(=O)(=O)NC1=C(C(=C(C=C1)F)C(=O)C2=CNC3=C2C=C(C=N3)C4=CC=C(C=C4)Cl)F. Cell line: MALME-3M. Synergy scores: CSS=66.4, Synergy_ZIP=6.26, Synergy_Bliss=4.53, Synergy_Loewe=-1.19, Synergy_HSA=6.11. (4) Drug 1: C1=CC(=CC=C1CC(C(=O)O)N)N(CCCl)CCCl.Cl. Drug 2: COCCOC1=C(C=C2C(=C1)C(=NC=N2)NC3=CC=CC(=C3)C#C)OCCOC.Cl. Cell line: SF-268. Synergy scores: CSS=1.01, Synergy_ZIP=-4.22, Synergy_Bliss=0.416, Synergy_Loewe=-8.67, Synergy_HSA=-4.09. (5) Drug 1: CC1=CC2C(CCC3(C2CCC3(C(=O)C)OC(=O)C)C)C4(C1=CC(=O)CC4)C. Drug 2: C1CNP(=O)(OC1)N(CCCl)CCCl. Cell line: 786-0. Synergy scores: CSS=-3.06, Synergy_ZIP=1.86, Synergy_Bliss=-0.0500, Synergy_Loewe=-1.82, Synergy_HSA=-2.50. (6) Drug 1: C1=NC2=C(N=C(N=C2N1C3C(C(C(O3)CO)O)O)F)N. Drug 2: CCN(CC)CCCC(C)NC1=C2C=C(C=CC2=NC3=C1C=CC(=C3)Cl)OC. Cell line: SK-OV-3. Synergy scores: CSS=14.1, Synergy_ZIP=-7.75, Synergy_Bliss=-3.26, Synergy_Loewe=-9.47, Synergy_HSA=-0.461. (7) Drug 1: CC(CN1CC(=O)NC(=O)C1)N2CC(=O)NC(=O)C2. Drug 2: C(CCl)NC(=O)N(CCCl)N=O. Cell line: SK-MEL-5. Synergy scores: CSS=10.6, Synergy_ZIP=-0.308, Synergy_Bliss=3.06, Synergy_Loewe=-4.85, Synergy_HSA=-1.63. (8) Drug 1: CN(C)N=NC1=C(NC=N1)C(=O)N. Drug 2: CC1CCCC2(C(O2)CC(NC(=O)CC(C(C(=O)C(C1O)C)(C)C)O)C(=CC3=CSC(=N3)C)C)C. Cell line: PC-3. Synergy scores: CSS=1.59, Synergy_ZIP=-0.787, Synergy_Bliss=-0.697, Synergy_Loewe=-3.41, Synergy_HSA=-2.64. (9) Drug 1: CC1C(C(=O)NC(C(=O)N2CCCC2C(=O)N(CC(=O)N(C(C(=O)O1)C(C)C)C)C)C(C)C)NC(=O)C3=C4C(=C(C=C3)C)OC5=C(C(=O)C(=C(C5=N4)C(=O)NC6C(OC(=O)C(N(C(=O)CN(C(=O)C7CCCN7C(=O)C(NC6=O)C(C)C)C)C)C(C)C)C)N)C. Drug 2: CC1CCC2CC(C(=CC=CC=CC(CC(C(=O)C(C(C(=CC(C(=O)CC(OC(=O)C3CCCCN3C(=O)C(=O)C1(O2)O)C(C)CC4CCC(C(C4)OC)OCCO)C)C)O)OC)C)C)C)OC. Cell line: SF-539. Synergy scores: CSS=7.95, Synergy_ZIP=-0.115, Synergy_Bliss=0.0195, Synergy_Loewe=-11.6, Synergy_HSA=-3.57.